This data is from Forward reaction prediction with 1.9M reactions from USPTO patents (1976-2016). The task is: Predict the product of the given reaction. (1) Given the reactants [CH2:1]([O:8][C:9]1[CH:14]=[CH:13][C:12]([N:15]([CH3:27])[C:16]2[CH:21]=[CH:20][C:19]([CH:22]([CH3:26])[CH2:23][C:24]#[N:25])=[CH:18][CH:17]=2)=[CH:11][CH:10]=1)[C:2]1[CH:7]=[CH:6][CH:5]=[CH:4][CH:3]=1.[H-].[H-].[H-].[H-].[Li+].[Al+3], predict the reaction product. The product is: [NH2:25][CH2:24][CH2:23][CH:22]([C:19]1[CH:20]=[CH:21][C:16]([N:15]([CH3:27])[C:12]2[CH:13]=[CH:14][C:9]([O:8][CH2:1][C:2]3[CH:3]=[CH:4][CH:5]=[CH:6][CH:7]=3)=[CH:10][CH:11]=2)=[CH:17][CH:18]=1)[CH3:26]. (2) Given the reactants Br[C:2]1[CH:10]=[C:9]([C:11]([F:14])([F:13])[F:12])[CH:8]=[C:7]2[C:3]=1[CH:4]=[N:5][NH:6]2.[CH3:15][O:16][C:17]1[N:22]=[CH:21][C:20](B(O)O)=[CH:19][N:18]=1.[C:26]([O-:29])(O)=[O:27].[Na+], predict the reaction product. The product is: [C:26]([OH:29])([C:11]([F:14])([F:13])[F:12])=[O:27].[CH3:15][O:16][C:17]1[N:22]=[CH:21][C:20]([C:2]2[CH:10]=[C:9]([C:11]([F:14])([F:13])[F:12])[CH:8]=[C:7]3[C:3]=2[CH:4]=[N:5][NH:6]3)=[CH:19][N:18]=1. (3) The product is: [CH2:1]([O:8][C:9]([NH:11][C@H:12]([C:19]1[CH:20]=[C:21]([NH:25][C:26]([O:28][CH2:29][CH2:30][C:31]2[CH:36]=[CH:35][C:34]([Br:37])=[CH:33][C:32]=2[CH3:38])=[O:27])[CH:22]=[CH:23][CH:24]=1)[CH3:13])=[O:10])[C:2]1[CH:3]=[CH:4][CH:5]=[CH:6][CH:7]=1. Given the reactants [CH2:1]([O:8][C:9]([NH:11][C@H:12]([C:19]1[CH:24]=[CH:23][CH:22]=[C:21]([NH:25][C:26]([O:28][CH2:29][CH2:30][C:31]2[CH:36]=[CH:35][C:34]([Br:37])=[CH:33][C:32]=2[CH3:38])=[O:27])[CH:20]=1)[CH2:13]C(OCC)=O)=[O:10])[C:2]1[CH:7]=[CH:6][CH:5]=[CH:4][CH:3]=1.NC1C=C([C@@H](NC(=O)OCC2C=CC=CC=2)C)C=CC=1.BrC1C=CC(CCO)=C(C)C=1, predict the reaction product. (4) Given the reactants [CH2:1]([N:8]1[C:13](=[O:14])[C:12]2[C:15]3[CH2:21][CH2:20][CH2:19][CH2:18][C:16]=3[S:17][C:11]=2[N:10]=[C:9]1[C:22]1[CH:27]=[C:26]([O:28][CH3:29])[C:25]([O:30][CH3:31])=[C:24]([O:32][CH3:33])[CH:23]=1)[C:2]1[CH:7]=[CH:6][CH:5]=[CH:4][CH:3]=1.C1C=C[NH+]=CC=1.[O-:40][Cr](Cl)(=O)=O, predict the reaction product. The product is: [CH2:1]([N:8]1[C:13](=[O:14])[C:12]2[C:15]3[CH2:21][CH2:20][CH2:19][C:18](=[O:40])[C:16]=3[S:17][C:11]=2[N:10]=[C:9]1[C:22]1[CH:23]=[C:24]([O:32][CH3:33])[C:25]([O:30][CH3:31])=[C:26]([O:28][CH3:29])[CH:27]=1)[C:2]1[CH:3]=[CH:4][CH:5]=[CH:6][CH:7]=1. (5) Given the reactants [C:1]([O:4][C@H:5]([CH3:20])[CH2:6][CH2:7][CH2:8][CH2:9][N:10]1[C:15](=[O:16])[CH:14]=[C:13]([NH2:17])[N:12]([CH3:18])[C:11]1=[O:19])(=[O:3])[CH3:2].[CH3:21][C:22](=O)[CH2:23][C:24](=O)[CH3:25], predict the reaction product. The product is: [C:1]([O:4][C@H:5]([CH3:20])[CH2:6][CH2:7][CH2:8][CH2:9][N:10]1[C:15](=[O:16])[C:14]2[C:22]([CH3:21])=[CH:23][C:24]([CH3:25])=[N:17][C:13]=2[N:12]([CH3:18])[C:11]1=[O:19])(=[O:3])[CH3:2]. (6) Given the reactants [CH:1]1([N:7]([CH:20]2[CH2:25][CH2:24][CH2:23][CH2:22][CH2:21]2)[C:8]([NH:10][C:11]2[S:12][C:13]([S:17]C#N)=[C:14]([CH3:16])[N:15]=2)=[O:9])[CH2:6][CH2:5][CH2:4][CH2:3][CH2:2]1.Cl[CH2:27][CH2:28][N:29]1[CH2:34][CH2:33][CH2:32][CH2:31][CH2:30]1, predict the reaction product. The product is: [CH:1]1([N:7]([CH:20]2[CH2:21][CH2:22][CH2:23][CH2:24][CH2:25]2)[C:8]([NH:10][C:11]2[S:12][C:13]([S:17][CH2:27][CH2:28][N:29]3[CH2:34][CH2:33][CH2:32][CH2:31][CH2:30]3)=[C:14]([CH3:16])[N:15]=2)=[O:9])[CH2:2][CH2:3][CH2:4][CH2:5][CH2:6]1.